This data is from Forward reaction prediction with 1.9M reactions from USPTO patents (1976-2016). The task is: Predict the product of the given reaction. Given the reactants ClC(Cl)(Cl)[C:3]([C:5]1[N:14]2[C:8]([CH2:9][N:10]([C:19](=[O:29])[CH2:20][S:21][C:22]3[CH:27]=[CH:26][C:25]([Br:28])=[CH:24][CH:23]=3)[C:11]3[CH:18]=[CH:17][CH:16]=[CH:15][C:12]=3[CH2:13]2)=[CH:7][CH:6]=1)=[O:4].[NH2:32][CH2:33][CH2:34][C:35]1[CH:40]=[CH:39][C:38]([OH:41])=[CH:37][CH:36]=1, predict the reaction product. The product is: [Br:28][C:25]1[CH:24]=[CH:23][C:22]([S:21][CH2:20][C:19]([N:10]2[C:11]3[CH:18]=[CH:17][CH:16]=[CH:15][C:12]=3[CH2:13][N:14]3[C:5]([C:3]([NH:32][CH2:33][CH2:34][C:35]4[CH:40]=[CH:39][C:38]([OH:41])=[CH:37][CH:36]=4)=[O:4])=[CH:6][CH:7]=[C:8]3[CH2:9]2)=[O:29])=[CH:27][CH:26]=1.